From a dataset of Full USPTO retrosynthesis dataset with 1.9M reactions from patents (1976-2016). Predict the reactants needed to synthesize the given product. (1) The reactants are: [NH2:1][C@H:2]1[CH2:7][CH2:6][C@H:5]([NH2:8])[CH2:4][CH2:3]1.[CH3:9][C:10]1[N:11]([C:19]2[NH:27][C:26](Cl)=[N:25][C:24]3[C:20]=2[N:21]=[CH:22][N:23]=3)[C:12]2[C:17]([CH:18]=1)=[CH:16][CH:15]=[CH:14][CH:13]=2. Given the product [CH3:9][C:10]1[N:11]([C:19]2[N:27]=[C:26]([NH:1][C@H:2]3[CH2:7][CH2:6][C@H:5]([NH2:8])[CH2:4][CH2:3]3)[N:25]=[C:24]3[C:20]=2[N:21]=[CH:22][NH:23]3)[C:12]2[C:17]([CH:18]=1)=[CH:16][CH:15]=[CH:14][CH:13]=2, predict the reactants needed to synthesize it. (2) Given the product [Cl:7][C:8]1[CH:13]=[C:12]([CH:11]=[C:10]([Cl:17])[N:9]=1)[C:14]([NH:4][CH2:3][C:2]([F:6])([F:5])[F:1])=[O:15], predict the reactants needed to synthesize it. The reactants are: [F:1][C:2]([F:6])([F:5])[CH2:3][NH2:4].[Cl:7][C:8]1[CH:13]=[C:12]([C:14](Cl)=[O:15])[CH:11]=[C:10]([Cl:17])[N:9]=1.N1C=CC=CC=1.C(=O)([O-])O.[Na+].